Binary Classification. Given a T-cell receptor sequence (or CDR3 region) and an epitope sequence, predict whether binding occurs between them. From a dataset of TCR-epitope binding with 47,182 pairs between 192 epitopes and 23,139 TCRs. (1) The epitope is AIMTRCLAV. The TCR CDR3 sequence is CASSSPDRYTSRSSYNEQFF. Result: 0 (the TCR does not bind to the epitope). (2) The epitope is ALSKGVHFV. The TCR CDR3 sequence is CSVEQGPDEQYF. Result: 1 (the TCR binds to the epitope). (3) The epitope is RPRGEVRFL. The TCR CDR3 sequence is CASSLGTTEAFF. Result: 0 (the TCR does not bind to the epitope). (4) The epitope is FLKEKGGL. The TCR CDR3 sequence is CAITDLNTGELFF. Result: 0 (the TCR does not bind to the epitope).